Dataset: Reaction yield outcomes from USPTO patents with 853,638 reactions. Task: Predict the reaction yield, written as a fraction of the theoretical maximum amount of product (1.0 means a 100% yield; for example, 0.34 means a 34% yield). (1) The reactants are [CH3:1][C:2]1[C:14]2[C:13](=[O:15])[C:12]3[C:7](=[CH:8][CH:9]=[CH:10][CH:11]=3)[NH:6][C:5]=2[N:4]([C:16]2[CH:21]=[CH:20][CH:19]=[CH:18][N:17]=2)[N:3]=1.[H-].[Na+].I[CH2:25][CH3:26]. The catalyst is CN(C)C=O. The product is [CH2:25]([O:15][C:13]1[C:12]2[C:7](=[CH:8][CH:9]=[CH:10][CH:11]=2)[N:6]=[C:5]2[N:4]([C:16]3[CH:21]=[CH:20][CH:19]=[CH:18][N:17]=3)[N:3]=[C:2]([CH3:1])[C:14]=12)[CH3:26]. The yield is 0.340. (2) The reactants are Cl.[Cl:2][C:3]1[CH:12]=[C:11]([O:13][CH3:14])[C:10]([NH:15][NH2:16])=[CH:9][C:4]=1[C:5]([O:7][CH3:8])=[O:6].CO[CH:19](OC)[CH2:20][CH:21](OC)OC. The catalyst is C(O)C. The product is [Cl:2][C:3]1[CH:12]=[C:11]([O:13][CH3:14])[C:10]([N:15]2[CH:21]=[CH:20][CH:19]=[N:16]2)=[CH:9][C:4]=1[C:5]([O:7][CH3:8])=[O:6]. The yield is 0.356. (3) The reactants are [Cl:1][C:2]1[N:7]=[C:6](Cl)[CH:5]=[C:4]([Cl:9])[N:3]=1.[NH:10]1[CH2:15][CH2:14][CH2:13][CH2:12][CH2:11]1.C(N(CC)C(C)C)(C)C. The catalyst is O1CCCC1. The product is [Cl:1][C:2]1[N:3]=[C:4]([Cl:9])[CH:5]=[C:6]([N:10]2[CH2:15][CH2:14][CH2:13][CH2:12][CH2:11]2)[N:7]=1. The yield is 0.590. (4) The reactants are [CH2:1]([Li])[CH2:2]CC.[CH3:6][O:7][C:8]1[CH:9]=[C:10]([CH:19]=[C:20]([O:22][CH3:23])[CH:21]=1)[C:11]([C:13]1[CH:18]=[CH:17][CH:16]=[CH:15][CH:14]=1)=[O:12].[NH4+].[Cl-]. The catalyst is C1COCC1. The product is [CH3:23][O:22][C:20]1[CH:19]=[C:10]([C:11]([C:13]2[CH:18]=[CH:17][CH:16]=[CH:15][CH:14]=2)([OH:12])[C:1]#[CH:2])[CH:9]=[C:8]([O:7][CH3:6])[CH:21]=1. The yield is 0.950. (5) The yield is 0.490. The product is [CH3:2][O:3][C:4](=[O:23])[C@H:5]([CH2:7][C:8]1[CH:9]=[CH:10][C:11]([C:14]2[C:15](=[O:22])[N:16]([CH3:21])[CH:17]=[CH:18][C:19]=2[CH3:20])=[CH:12][CH:13]=1)[NH:6][C:27]([C:26]1[C:25]([Cl:24])=[CH:33][CH:32]=[CH:31][C:30]=1[Cl:34])=[O:28]. The catalyst is ClCCl. The reactants are Cl.[CH3:2][O:3][C:4](=[O:23])[C@H:5]([CH2:7][C:8]1[CH:13]=[CH:12][C:11]([C:14]2[C:15](=[O:22])[N:16]([CH3:21])[CH:17]=[CH:18][C:19]=2[CH3:20])=[CH:10][CH:9]=1)[NH2:6].[Cl:24][C:25]1[CH:33]=[CH:32][CH:31]=[C:30]([Cl:34])[C:26]=1[C:27](Cl)=[O:28].CCN(C(C)C)C(C)C. (6) The reactants are [CH2:1]([N:8]1[CH2:13][CH2:12][CH:11]([C:14]([C:16]2[CH:21]=[CH:20][C:19]([C:22]([F:25])([F:24])[F:23])=[CH:18][C:17]=2[F:26])=O)[CH2:10][CH2:9]1)[C:2]1[CH:7]=[CH:6][CH:5]=[CH:4][CH:3]=1.Cl.[NH2:28][OH:29]. The catalyst is N1C=CC=CC=1. The product is [CH2:1]([N:8]1[CH2:13][CH2:12][CH:11]([C:14]([C:16]2[CH:21]=[CH:20][C:19]([C:22]([F:25])([F:24])[F:23])=[CH:18][C:17]=2[F:26])=[N:28][OH:29])[CH2:10][CH2:9]1)[C:2]1[CH:7]=[CH:6][CH:5]=[CH:4][CH:3]=1. The yield is 0.400.